Dataset: Reaction yield outcomes from USPTO patents with 853,638 reactions. Task: Predict the reaction yield, written as a fraction of the theoretical maximum amount of product (1.0 means a 100% yield; for example, 0.34 means a 34% yield). (1) The reactants are [I:1][C:2]1[C:7]2[N:8]=[C:9]([S:12][CH3:13])[N:10]=[CH:11][C:6]=2[C:5](=O)[NH:4][CH:3]=1.CCN(C(C)C)C(C)C.P(Cl)(Cl)([Cl:26])=O. The catalyst is C(#N)C.[Cl-].C([N+](CC)(CC)CC)C1C=CC=CC=1. The product is [Cl:26][C:5]1[C:6]2[CH:11]=[N:10][C:9]([S:12][CH3:13])=[N:8][C:7]=2[C:2]([I:1])=[CH:3][N:4]=1. The yield is 0.880. (2) The product is [CH:14]1([C:12]([N:8]2[C:9]3[C:4](=[C:3]([O:18][C:19]4[CH:20]=[CH:21][CH:22]=[CH:23][CH:24]=4)[C:2]([C:39]4[CH:40]=[N:41][NH:42][CH:43]=4)=[CH:11][CH:10]=3)[CH2:5][CH2:6][C@@H:7]2[CH3:17])=[O:13])[CH2:15][CH2:16]1. The catalyst is C1C=CC(P(C2C=CC=CC=2)[C-]2C=CC=C2)=CC=1.C1C=CC(P(C2C=CC=CC=2)[C-]2C=CC=C2)=CC=1.Cl[Pd]Cl.[Fe+2].ClCCl.O. The yield is 0.520. The reactants are Br[C:2]1[C:3]([O:18][C:19]2[CH:24]=[CH:23][CH:22]=[CH:21][CH:20]=2)=[C:4]2[C:9](=[CH:10][CH:11]=1)[N:8]([C:12]([CH:14]1[CH2:16][CH2:15]1)=[O:13])[C@@H:7]([CH3:17])[CH2:6][CH2:5]2.C(=O)([O-])[O-].[Cs+].[Cs+].CC1(C)C(C)(C)OB([C:39]2[CH:40]=[N:41][N:42](C(OC(C)(C)C)=O)[CH:43]=2)O1.O1CCOCC1. (3) The yield is 0.830. The catalyst is CO.[Pd]. The reactants are [C:1]1([S:7]([N:10]2[C:14]3=[N:15][CH:16]=[C:17]([N+:26]([O-])=O)[C:18]([NH:19][CH:20]4[CH2:24][CH2:23][CH:22]([OH:25])[CH2:21]4)=[C:13]3[CH:12]=[CH:11]2)(=[O:9])=[O:8])[CH:6]=[CH:5][CH:4]=[CH:3][CH:2]=1. The product is [NH2:26][C:17]1[C:18]([NH:19][CH:20]2[CH2:24][CH2:23][CH:22]([OH:25])[CH2:21]2)=[C:13]2[CH:12]=[CH:11][N:10]([S:7]([C:1]3[CH:2]=[CH:3][CH:4]=[CH:5][CH:6]=3)(=[O:9])=[O:8])[C:14]2=[N:15][CH:16]=1. (4) The reactants are [CH3:1][C:2]1[CH:11]=[C:10]([NH:12][C:13]2[CH:14]=[C:15]([CH:31]=[C:32]([C:34]([F:37])([F:36])[F:35])[CH:33]=2)[O:16][CH2:17][CH2:18][CH2:19][N:20]2[C:28](=O)[C:27]3[C:22](=[CH:23][CH:24]=[CH:25][CH:26]=3)[C:21]2=O)[C:9]2[C:4](=[CH:5][CH:6]=[CH:7][CH:8]=2)[N:3]=1.[H-].[Al+3].[Li+].[H-].[H-].[H-].O.O.O.O.O.O.O.O.O.O.S([O-])([O-])(=O)=O.[Na+].[Na+]. The catalyst is C1COCC1. The product is [CH2:21]1[C:22]2[C:27](=[CH:26][CH:25]=[CH:24][CH:23]=2)[CH2:28][N:20]1[CH2:19][CH2:18][CH2:17][O:16][C:15]1[CH:14]=[C:13]([NH:12][C:10]2[C:9]3[C:4](=[CH:5][CH:6]=[CH:7][CH:8]=3)[N:3]=[C:2]([CH3:1])[CH:11]=2)[CH:33]=[C:32]([C:34]([F:35])([F:37])[F:36])[CH:31]=1. The yield is 0.720. (5) The reactants are [I:1][C:2]1[CH:7]=[CH:6][C:5]([N:8]2[C@H:11]([C:12]3[CH:17]=[CH:16][C:15]([O:18][Si:19]([CH3:25])([CH3:24])[C:20]([CH3:23])([CH3:22])[CH3:21])=[CH:14][CH:13]=3)[C@@H:10]([SH:26])[C:9]2=[O:27])=[CH:4][CH:3]=1.C(N(CC)CC)C.[S:35]1[CH:39]=[CH:38][C:37]2[CH:40]=[C:41]([C:44](=[O:47])[CH2:45]Br)[CH:42]=[CH:43][C:36]1=2.O. The catalyst is ClCCl. The product is [S:35]1[CH:39]=[CH:38][C:37]2[CH:40]=[C:41]([C:44](=[O:47])[CH2:45][S:26][C@@H:10]3[C@@H:11]([C:12]4[CH:17]=[CH:16][C:15]([O:18][Si:19]([CH3:24])([CH3:25])[C:20]([CH3:22])([CH3:21])[CH3:23])=[CH:14][CH:13]=4)[N:8]([C:5]4[CH:4]=[CH:3][C:2]([I:1])=[CH:7][CH:6]=4)[C:9]3=[O:27])[CH:42]=[CH:43][C:36]1=2. The yield is 0.630. (6) The reactants are [CH2:1]([NH:8][CH2:9][CH2:10][NH2:11])[C:2]1[CH:7]=[CH:6][CH:5]=[CH:4][CH:3]=1.C=O.[C:14](=O)(O)[O-].[Na+].S([O-])([O-])(=O)=O.[Mg+2].[C:25](O[C:25]([O:27][C:28]([CH3:31])([CH3:30])[CH3:29])=[O:26])([O:27][C:28]([CH3:31])([CH3:30])[CH3:29])=[O:26]. No catalyst specified. The product is [CH2:1]([N:8]1[CH2:9][CH2:10][N:11]([C:25]([O:27][C:28]([CH3:31])([CH3:30])[CH3:29])=[O:26])[CH2:14]1)[C:2]1[CH:7]=[CH:6][CH:5]=[CH:4][CH:3]=1. The yield is 0.830. (7) The reactants are Br[C:2]1[N:3]=[C:4]([CH:7]([CH3:9])[CH3:8])[NH:5][CH:6]=1.[C:10]1([CH3:19])[CH:15]=[CH:14][CH:13]=[C:12](B(O)O)[CH:11]=1.C([O-])([O-])=O.[Na+].[Na+]. The catalyst is C1(C)C=CC=CC=1.C1C=CC([P]([Pd]([P](C2C=CC=CC=2)(C2C=CC=CC=2)C2C=CC=CC=2)([P](C2C=CC=CC=2)(C2C=CC=CC=2)C2C=CC=CC=2)[P](C2C=CC=CC=2)(C2C=CC=CC=2)C2C=CC=CC=2)(C2C=CC=CC=2)C2C=CC=CC=2)=CC=1. The product is [CH:7]([C:4]1[NH:5][CH:6]=[C:2]([C:12]2[CH:11]=[C:10]([CH3:19])[CH:15]=[CH:14][CH:13]=2)[N:3]=1)([CH3:9])[CH3:8]. The yield is 0.410. (8) The reactants are [F:1][C:2]1[CH:7]=[C:6]([I:8])[CH:5]=[CH:4][C:3]=1[NH:9][C:10]1[N:11]([CH3:29])[C:12](=[O:28])[C:13]([CH3:27])=[C:14]([O:25][CH3:26])[C:15]=1[C:16]([NH:18][O:19][CH2:20][CH2:21][O:22]C=C)=[O:17].Cl. The catalyst is CO. The product is [F:1][C:2]1[CH:7]=[C:6]([I:8])[CH:5]=[CH:4][C:3]=1[NH:9][C:10]1[N:11]([CH3:29])[C:12](=[O:28])[C:13]([CH3:27])=[C:14]([O:25][CH3:26])[C:15]=1[C:16]([NH:18][O:19][CH2:20][CH2:21][OH:22])=[O:17]. The yield is 0.940. (9) The yield is 0.410. The product is [CH2:38]([O:37][C:34]1[CH:33]=[CH:32][C:31]([S:28]([C:6]2([C:4]([OH:5])=[O:3])[CH2:7][CH2:8][N:9]([CH2:12][C:13]3[CH:18]=[CH:17][C:16]([O:19][CH2:20][CH2:21][N:22]4[CH2:23][CH2:24][CH2:25][CH2:26][CH2:27]4)=[CH:15][CH:14]=3)[CH2:10][CH2:11]2)(=[O:30])=[O:29])=[CH:36][CH:35]=1)[CH2:39][CH2:40][CH3:41]. The reactants are C([O:3][C:4]([C:6]1([S:28]([C:31]2[CH:36]=[CH:35][C:34]([O:37][CH2:38][CH2:39][CH2:40][CH3:41])=[CH:33][CH:32]=2)(=[O:30])=[O:29])[CH2:11][CH2:10][N:9]([CH2:12][C:13]2[CH:18]=[CH:17][C:16]([O:19][CH2:20][CH2:21][N:22]3[CH2:27][CH2:26][CH2:25][CH2:24][CH2:23]3)=[CH:15][CH:14]=2)[CH2:8][CH2:7]1)=[O:5])C. The catalyst is [OH-].[Na+]. (10) The reactants are [CH3:1][O:2][C:3]1[CH:4]=[C:5]([CH:8]=[CH:9][C:10]=1[O:11][CH2:12][C:13]1[N:14]=[C:15]([C:19]2[CH:24]=[CH:23][CH:22]=[CH:21][CH:20]=2)[O:16][C:17]=1[CH3:18])[CH2:6][OH:7].Cl[C:26]1[C:31]([C:32]#[N:33])=[CH:30][CH:29]=[CH:28][N:27]=1.CN(C)C=O.[H-].[Na+]. The catalyst is O. The product is [CH3:1][O:2][C:3]1[CH:4]=[C:5]([CH:8]=[CH:9][C:10]=1[O:11][CH2:12][C:13]1[N:14]=[C:15]([C:19]2[CH:24]=[CH:23][CH:22]=[CH:21][CH:20]=2)[O:16][C:17]=1[CH3:18])[CH2:6][O:7][C:26]1[N:27]=[CH:28][CH:29]=[CH:30][C:31]=1[C:32]#[N:33]. The yield is 0.900.